Dataset: Full USPTO retrosynthesis dataset with 1.9M reactions from patents (1976-2016). Task: Predict the reactants needed to synthesize the given product. The reactants are: Br[C:2]1[CH:7]=[CH:6][C:5]([S:8]([CH2:11][CH2:12][CH2:13][OH:14])(=[O:10])=[O:9])=[CH:4][CH:3]=1.[CH3:15][C@@H:16]1[CH2:20][CH2:19][CH2:18][N:17]1[CH2:21][CH2:22][C:23]1[CH:28]=[CH:27][C:26](B(O)O)=[CH:25][CH:24]=1. Given the product [CH3:15][C@@H:16]1[CH2:20][CH2:19][CH2:18][N:17]1[CH2:21][CH2:22][C:23]1[CH:28]=[CH:27][C:26]([C:2]2[CH:7]=[CH:6][C:5]([S:8]([CH2:11][CH2:12][CH2:13][OH:14])(=[O:10])=[O:9])=[CH:4][CH:3]=2)=[CH:25][CH:24]=1, predict the reactants needed to synthesize it.